From a dataset of Catalyst prediction with 721,799 reactions and 888 catalyst types from USPTO. Predict which catalyst facilitates the given reaction. (1) Reactant: [CH3:1][O-:2].[Na+].Cl[C:5]1[CH:10]=[C:9]([CH3:11])[C:8]([N+:12]([O-:14])=[O:13])=[CH:7][N:6]=1. Product: [CH3:1][O:2][C:5]1[CH:10]=[C:9]([CH3:11])[C:8]([N+:12]([O-:14])=[O:13])=[CH:7][N:6]=1. The catalyst class is: 5. (2) Reactant: [CH3:1][O:2][C:3](=[O:21])[C@H:4]([CH2:13][C:14]1[CH:19]=[CH:18][C:17]([NH2:20])=[CH:16][CH:15]=1)[NH:5][C:6]([O:8][C:9]([CH3:12])([CH3:11])[CH3:10])=[O:7].[Cl:22][C:23]1[CH:31]=[CH:30][CH:29]=[C:28]([Cl:32])[C:24]=1[C:25](Cl)=[O:26].C(N(C(C)C)CC)(C)C. Product: [CH3:1][O:2][C:3](=[O:21])[C@H:4]([CH2:13][C:14]1[CH:19]=[CH:18][C:17]([NH:20][C:25]([C:24]2[C:23]([Cl:22])=[CH:31][CH:30]=[CH:29][C:28]=2[Cl:32])=[O:26])=[CH:16][CH:15]=1)[NH:5][C:6]([O:8][C:9]([CH3:12])([CH3:10])[CH3:11])=[O:7]. The catalyst class is: 4. (3) Product: [CH3:11][N:7]1[C:8]2[C:4](=[CH:3][C:2]([B:21]3[O:25][C:24]([CH3:27])([CH3:26])[C:23]([CH3:29])([CH3:28])[O:22]3)=[CH:10][CH:9]=2)[C:5]([C:12]2[CH:13]=[N:14][CH:15]=[CH:16][CH:17]=2)=[N:6]1. The catalyst class is: 294. Reactant: Br[C:2]1[CH:3]=[C:4]2[C:8](=[CH:9][CH:10]=1)[N:7]([CH3:11])[N:6]=[C:5]2[C:12]1[CH:13]=[N:14][CH:15]=[CH:16][CH:17]=1.C(Cl)Cl.[B:21]1([B:21]2[O:25][C:24]([CH3:27])([CH3:26])[C:23]([CH3:29])([CH3:28])[O:22]2)[O:25][C:24]([CH3:27])([CH3:26])[C:23]([CH3:29])([CH3:28])[O:22]1.CC([O-])=O.[K+]. (4) Reactant: [CH3:1][N:2]([CH3:12])[C:3]1[N:8]=[CH:7][C:6]2[CH:9]=[CH:10][NH:11][C:5]=2[CH:4]=1.[C:13]([O:17][C:18]([N:20]1[CH2:25][CH2:24][C:23](=O)[CH2:22][CH2:21]1)=[O:19])([CH3:16])([CH3:15])[CH3:14].[OH-].[K+]. The catalyst class is: 5. Product: [C:13]([O:17][C:18]([N:20]1[CH2:21][CH:22]=[C:23]([C:9]2[C:6]3[CH:7]=[N:8][C:3]([N:2]([CH3:12])[CH3:1])=[CH:4][C:5]=3[NH:11][CH:10]=2)[CH2:24][CH2:25]1)=[O:19])([CH3:16])([CH3:14])[CH3:15]. (5) Reactant: Cl[C:2]1[C:3]2[N:11]=[C:10]([C:12]3[CH:17]=[CH:16][C:15]([F:18])=[CH:14][CH:13]=3)[S:9][C:4]=2[N:5]=[C:6]([CH3:8])[N:7]=1.C(N(CC)CC)C.[Cl:26][C:27]1[CH:42]=[CH:41][C:30]([O:31][CH2:32][C:33]([N:35]2[CH2:40][CH2:39][NH:38][CH2:37][CH2:36]2)=[O:34])=[CH:29][CH:28]=1. Product: [Cl:26][C:27]1[CH:28]=[CH:29][C:30]([O:31][CH2:32][C:33]([N:35]2[CH2:40][CH2:39][N:38]([C:2]3[C:3]4[N:11]=[C:10]([C:12]5[CH:17]=[CH:16][C:15]([F:18])=[CH:14][CH:13]=5)[S:9][C:4]=4[N:5]=[C:6]([CH3:8])[N:7]=3)[CH2:37][CH2:36]2)=[O:34])=[CH:41][CH:42]=1. The catalyst class is: 12. (6) Reactant: C(Cl)(=O)C(Cl)=O.[CH3:7][O:8][C:9]1[CH:23]=[CH:22][C:12]([CH2:13][N:14]2[CH:18]=[C:17]([C:19](O)=[O:20])[CH:16]=[N:15]2)=[CH:11][CH:10]=1.[NH3:24].O. The catalyst class is: 85. Product: [CH3:7][O:8][C:9]1[CH:23]=[CH:22][C:12]([CH2:13][N:14]2[CH:18]=[C:17]([C:19]([NH2:24])=[O:20])[CH:16]=[N:15]2)=[CH:11][CH:10]=1. (7) Reactant: [F:1][C:2]1[C:7]([C:8]([O:10][CH3:11])=[O:9])=[C:6]([O:12][CH3:13])[C:5]([N+:14]([O-])=O)=[CH:4][CH:3]=1.CO. Product: [NH2:14][C:5]1[C:6]([O:12][CH3:13])=[C:7]([C:2]([F:1])=[CH:3][CH:4]=1)[C:8]([O:10][CH3:11])=[O:9]. The catalyst class is: 45.